Dataset: Peptide-MHC class I binding affinity with 185,985 pairs from IEDB/IMGT. Task: Regression. Given a peptide amino acid sequence and an MHC pseudo amino acid sequence, predict their binding affinity value. This is MHC class I binding data. (1) The peptide sequence is QVIFKCVPK. The MHC is HLA-B08:01 with pseudo-sequence HLA-B08:01. The binding affinity (normalized) is 0.0847. (2) The peptide sequence is QGWKGSPAI. The MHC is HLA-A01:01 with pseudo-sequence HLA-A01:01. The binding affinity (normalized) is 0. (3) The peptide sequence is RRYASQTEL. The MHC is HLA-C06:02 with pseudo-sequence HLA-C06:02. The binding affinity (normalized) is 0.714. (4) The peptide sequence is ITWPRTRHW. The binding affinity (normalized) is 0.0847. The MHC is HLA-A02:19 with pseudo-sequence HLA-A02:19. (5) The peptide sequence is MYNYPAMLG. The MHC is HLA-A30:02 with pseudo-sequence HLA-A30:02. The binding affinity (normalized) is 0.182. (6) The peptide sequence is GLLSSKFKA. The MHC is HLA-B14:02 with pseudo-sequence HLA-B14:02. The binding affinity (normalized) is 0.213.